From a dataset of Catalyst prediction with 721,799 reactions and 888 catalyst types from USPTO. Predict which catalyst facilitates the given reaction. Reactant: C[Si](C)(C)CCOC[N:7]1[C:11]2[N:12]=[CH:13][N:14]=[C:15]([C:16]3[CH:17]=[N:18][N:19]([C@@H:21]([CH3:25])[CH2:22][C:23]#[N:24])[CH:20]=3)[C:10]=2[CH:9]=[CH:8]1.C(#N)C.F[B-](F)(F)F.[Li+].[OH-].[NH4+]. Product: [N:12]1[C:11]2[NH:7][CH:8]=[CH:9][C:10]=2[C:15]([C:16]2[CH:17]=[N:18][N:19]([C@@H:21]([CH3:25])[CH2:22][C:23]#[N:24])[CH:20]=2)=[N:14][CH:13]=1. The catalyst class is: 6.